From a dataset of Full USPTO retrosynthesis dataset with 1.9M reactions from patents (1976-2016). Predict the reactants needed to synthesize the given product. Given the product [ClH:6].[ClH:6].[CH3:42][N:8]([CH3:7])[CH2:9][CH2:10][CH2:11][NH:12][C:13](=[O:41])[C:14]1[CH:19]=[CH:18][C:17]([C:20]2[N:25]=[C:24]3[N:26]([CH2:29][C:30]4[CH:31]=[C:32]5[C:37](=[CH:38][CH:39]=4)[N:36]=[CH:35][CH:34]=[CH:33]5)[N:27]=[N:28][C:23]3=[CH:22][CH:21]=2)=[CH:16][C:15]=1[F:40], predict the reactants needed to synthesize it. The reactants are: CCOCC.[ClH:6].[CH3:7][N:8]([CH3:42])[CH2:9][CH2:10][CH2:11][NH:12][C:13](=[O:41])[C:14]1[CH:19]=[CH:18][C:17]([C:20]2[N:25]=[C:24]3[N:26]([CH2:29][C:30]4[CH:31]=[C:32]5[C:37](=[CH:38][CH:39]=4)[N:36]=[CH:35][CH:34]=[CH:33]5)[N:27]=[N:28][C:23]3=[CH:22][CH:21]=2)=[CH:16][C:15]=1[F:40].